Dataset: NCI-60 drug combinations with 297,098 pairs across 59 cell lines. Task: Regression. Given two drug SMILES strings and cell line genomic features, predict the synergy score measuring deviation from expected non-interaction effect. (1) Drug 1: CC1C(C(CC(O1)OC2CC(OC(C2O)C)OC3=CC4=CC5=C(C(=O)C(C(C5)C(C(=O)C(C(C)O)O)OC)OC6CC(C(C(O6)C)O)OC7CC(C(C(O7)C)O)OC8CC(C(C(O8)C)O)(C)O)C(=C4C(=C3C)O)O)O)O. Drug 2: CC(C)CN1C=NC2=C1C3=CC=CC=C3N=C2N. Cell line: OVCAR3. Synergy scores: CSS=41.9, Synergy_ZIP=4.28, Synergy_Bliss=5.46, Synergy_Loewe=-2.80, Synergy_HSA=-2.55. (2) Drug 1: C1=CC(=CC=C1C#N)C(C2=CC=C(C=C2)C#N)N3C=NC=N3. Cell line: SN12C. Synergy scores: CSS=-1.57, Synergy_ZIP=-0.377, Synergy_Bliss=-3.34, Synergy_Loewe=-3.92, Synergy_HSA=-4.16. Drug 2: C(CN)CNCCSP(=O)(O)O. (3) Drug 1: C1=CC(=CC=C1C#N)C(C2=CC=C(C=C2)C#N)N3C=NC=N3. Drug 2: C1CCC(C(C1)N)N.C(=O)(C(=O)[O-])[O-].[Pt+4]. Cell line: NCI-H522. Synergy scores: CSS=15.7, Synergy_ZIP=-4.41, Synergy_Bliss=-2.36, Synergy_Loewe=-3.20, Synergy_HSA=-1.04. (4) Drug 1: CC(CN1CC(=O)NC(=O)C1)N2CC(=O)NC(=O)C2. Drug 2: C#CCC(CC1=CN=C2C(=N1)C(=NC(=N2)N)N)C3=CC=C(C=C3)C(=O)NC(CCC(=O)O)C(=O)O. Cell line: MDA-MB-231. Synergy scores: CSS=6.84, Synergy_ZIP=-4.49, Synergy_Bliss=-0.834, Synergy_Loewe=-1.23, Synergy_HSA=-1.24. (5) Drug 1: C1=C(C(=O)NC(=O)N1)N(CCCl)CCCl. Drug 2: CC1CCCC2(C(O2)CC(NC(=O)CC(C(C(=O)C(C1O)C)(C)C)O)C(=CC3=CSC(=N3)C)C)C. Cell line: ACHN. Synergy scores: CSS=57.4, Synergy_ZIP=-0.356, Synergy_Bliss=-3.60, Synergy_Loewe=-4.77, Synergy_HSA=-4.81. (6) Drug 1: C1=CC(=CC=C1CCCC(=O)O)N(CCCl)CCCl. Drug 2: C1=CN(C=N1)CC(O)(P(=O)(O)O)P(=O)(O)O. Cell line: SK-MEL-28. Synergy scores: CSS=-2.15, Synergy_ZIP=-5.47, Synergy_Bliss=-14.6, Synergy_Loewe=-14.6, Synergy_HSA=-13.9. (7) Drug 1: CCC1=CC2CC(C3=C(CN(C2)C1)C4=CC=CC=C4N3)(C5=C(C=C6C(=C5)C78CCN9C7C(C=CC9)(C(C(C8N6C)(C(=O)OC)O)OC(=O)C)CC)OC)C(=O)OC.C(C(C(=O)O)O)(C(=O)O)O. Drug 2: CC1CCC2CC(C(=CC=CC=CC(CC(C(=O)C(C(C(=CC(C(=O)CC(OC(=O)C3CCCCN3C(=O)C(=O)C1(O2)O)C(C)CC4CCC(C(C4)OC)O)C)C)O)OC)C)C)C)OC. Cell line: HOP-92. Synergy scores: CSS=38.5, Synergy_ZIP=-13.8, Synergy_Bliss=-6.02, Synergy_Loewe=-0.659, Synergy_HSA=0.0663.